The task is: Predict the reactants needed to synthesize the given product.. This data is from Full USPTO retrosynthesis dataset with 1.9M reactions from patents (1976-2016). (1) Given the product [NH2:1][C:4]1[CH:12]=[C:11]2[C:7]([CH:8]=[N:9][N:10]2[CH2:13][O:14][CH2:15][CH2:16][Si:17]([CH3:20])([CH3:19])[CH3:18])=[CH:6][C:5]=1[C:21]1[CH:22]=[C:23]([CH:33]=[CH:34][CH:35]=1)[CH2:24][NH:25][C:26](=[O:32])[O:27][C:28]([CH3:29])([CH3:30])[CH3:31], predict the reactants needed to synthesize it. The reactants are: [N+:1]([C:4]1[CH:12]=[C:11]2[C:7]([CH:8]=[N:9][N:10]2[CH2:13][O:14][CH2:15][CH2:16][Si:17]([CH3:20])([CH3:19])[CH3:18])=[CH:6][C:5]=1[C:21]1[CH:22]=[C:23]([CH:33]=[CH:34][CH:35]=1)[CH2:24][NH:25][C:26](=[O:32])[O:27][C:28]([CH3:31])([CH3:30])[CH3:29])([O-])=O. (2) The reactants are: [Cl:1][C:2]1[CH:7]=[C:6]([C:8]2[CH:13]=[CH:12][C:11]([Cl:14])=[CH:10][CH:9]=2)[CH:5]=[C:4]([F:15])[C:3]=1[C:16]1[C:17](=[O:23])[CH2:18][CH2:19][C:20]=1[O:21][CH3:22].C[Si]([N-][Si](C)(C)C)(C)C.[K+].Br[CH2:35][C:36]#[CH:37]. Given the product [Cl:1][C:2]1[CH:7]=[C:6]([C:8]2[CH:13]=[CH:12][C:11]([Cl:14])=[CH:10][CH:9]=2)[CH:5]=[C:4]([F:15])[C:3]=1[C:16]1[C:17](=[O:23])[CH:18]([CH2:37][C:36]#[CH:35])[CH2:19][C:20]=1[O:21][CH3:22], predict the reactants needed to synthesize it.